From a dataset of Full USPTO retrosynthesis dataset with 1.9M reactions from patents (1976-2016). Predict the reactants needed to synthesize the given product. (1) Given the product [F:1][C:2]([F:10])([F:11])[C:3]1[CH:9]=[CH:8][C:6]([NH:7][CH:14]([CH2:15][CH3:16])[CH2:13][C:12]([NH:18][C:19](=[O:22])[O:20][CH3:21])=[O:17])=[CH:5][CH:4]=1, predict the reactants needed to synthesize it. The reactants are: [F:1][C:2]([F:11])([F:10])[C:3]1[CH:9]=[CH:8][C:6]([NH2:7])=[CH:5][CH:4]=1.[C:12]([NH:18][C:19](=[O:22])[O:20][CH3:21])(=[O:17])[CH:13]=[CH:14][CH2:15][CH3:16]. (2) Given the product [C:20]([O:19][C:18](=[O:24])[NH:17][CH2:16][CH:13]1[CH2:14][CH2:15][N:10]([C:8]2[N:7]=[C:6]([C:25]3[CH:30]=[CH:29][N:28]=[C:27]([NH:38][CH:32]4[CH2:37][CH2:36][CH2:35][CH2:34][CH2:33]4)[CH:26]=3)[CH:5]=[C:4]([C:1](=[O:3])[NH2:2])[CH:9]=2)[CH2:11][CH2:12]1)([CH3:22])([CH3:23])[CH3:21], predict the reactants needed to synthesize it. The reactants are: [C:1]([C:4]1[CH:9]=[C:8]([N:10]2[CH2:15][CH2:14][CH:13]([CH2:16][NH:17][C:18](=[O:24])[O:19][C:20]([CH3:23])([CH3:22])[CH3:21])[CH2:12][CH2:11]2)[N:7]=[C:6]([C:25]2[CH:30]=[CH:29][N:28]=[C:27](F)[CH:26]=2)[CH:5]=1)(=[O:3])[NH2:2].[CH:32]1([NH2:38])[CH2:37][CH2:36][CH2:35][CH2:34][CH2:33]1. (3) Given the product [CH:1]1([CH2:7][NH:8][C:28]([C:29]2[C:30]([NH:31][C:26]([C:19]3[C:20]4[C:25](=[CH:24][CH:23]=[CH:22][CH:21]=4)[C:16]([NH:15][C:14](=[O:37])[O:13][C:9]([CH3:11])([CH3:10])[CH3:12])=[CH:17][CH:18]=3)=[O:27])=[CH:32][CH:33]=[CH:34][N:35]=2)=[O:36])[CH2:6][CH2:5][CH2:4][CH2:3][CH2:2]1, predict the reactants needed to synthesize it. The reactants are: [CH:1]1([CH2:7][NH2:8])[CH2:6][CH2:5][CH2:4][CH2:3][CH2:2]1.[C:9]([O:13][C:14](=[O:37])[NH:15][C:16]1[C:25]2[C:20](=[CH:21][CH:22]=[CH:23][CH:24]=2)[C:19]([C:26]2[O:27][C:28](=[O:36])[C:29]3[N:35]=[CH:34][CH:33]=[CH:32][C:30]=3[N:31]=2)=[CH:18][CH:17]=1)([CH3:12])([CH3:11])[CH3:10]. (4) The reactants are: C1C2C(COC(=O)[NH:17][C:18]3[CH:23]=[C:22]([S:24]([NH:27][CH2:28][C:29]4[CH:30]=[N:31][CH:32]=[CH:33][CH:34]=4)(=[O:26])=[O:25])[C:21]([CH3:35])=[CH:20][C:19]=3[CH3:36])C3C(=CC=CC=3)C=2C=CC=1.N1CCCCC1.O.CCOC(C)=O. Given the product [NH2:17][C:18]1[C:19]([CH3:36])=[CH:20][C:21]([CH3:35])=[C:22]([S:24]([NH:27][CH2:28][C:29]2[CH:30]=[N:31][CH:32]=[CH:33][CH:34]=2)(=[O:26])=[O:25])[CH:23]=1, predict the reactants needed to synthesize it. (5) Given the product [NH2:27][C:28]1[C:29]2[C:30]3[C:31](=[N:43][N:44]([CH2:9][C:10]4[C:15]([CH3:16])=[C:14]([O:17][CH3:18])[C:13]([F:19])=[CH:12][N:11]=4)[N:45]=2)[CH:32]=[C:33]([CH2:38][C:39]([NH:41][CH3:42])=[O:40])[C:34]=3[CH2:35][S:36][N:37]=1, predict the reactants needed to synthesize it. The reactants are: C(=O)([O-])[O-].[K+].[K+].Cl.Cl[CH2:9][C:10]1[C:15]([CH3:16])=[C:14]([O:17][CH3:18])[C:13]([F:19])=[CH:12][N:11]=1.FC(F)(F)C(O)=O.[NH2:27][C:28]1[C:29]2[C:30]3[C:31](=[N:43][NH:44][N:45]=2)[CH:32]=[C:33]([CH2:38][C:39]([NH:41][CH3:42])=[O:40])[C:34]=3[CH2:35][S:36][N:37]=1.